Predict the reactants needed to synthesize the given product. From a dataset of Full USPTO retrosynthesis dataset with 1.9M reactions from patents (1976-2016). The reactants are: [F:1][C:2]1[CH:11]=[C:10]([F:12])[CH:9]=[C:8]2[C:3]=1[C:4]([NH:20][C:21]1[CH:22]=[N:23][CH:24]=[C:25]([N:27]3[CH2:32][CH2:31][O:30][CH2:29][CH2:28]3)[CH:26]=1)=[C:5]([CH3:19])[C:6]([N:13]1[CH2:18][CH2:17][NH:16][CH2:15][CH2:14]1)=[N:7]2.[CH:33]1([S:38](Cl)(=[O:40])=[O:39])[CH2:37][CH2:36][CH2:35][CH2:34]1. Given the product [CH:33]1([S:38]([N:16]2[CH2:15][CH2:14][N:13]([C:6]3[C:5]([CH3:19])=[C:4]([NH:20][C:21]4[CH:22]=[N:23][CH:24]=[C:25]([N:27]5[CH2:32][CH2:31][O:30][CH2:29][CH2:28]5)[CH:26]=4)[C:3]4[C:8](=[CH:9][C:10]([F:12])=[CH:11][C:2]=4[F:1])[N:7]=3)[CH2:18][CH2:17]2)(=[O:40])=[O:39])[CH2:37][CH2:36][CH2:35][CH2:34]1, predict the reactants needed to synthesize it.